From a dataset of Forward reaction prediction with 1.9M reactions from USPTO patents (1976-2016). Predict the product of the given reaction. (1) Given the reactants [N+:1]([C:4]1[CH:9]=[CH:8][C:7](/[CH:10]=[CH:11]/[CH2:12][N:13]2[CH2:18][CH2:17][O:16][CH2:15][CH2:14]2)=[CH:6][CH:5]=1)([O-])=O.O.O.[Sn](Cl)Cl.C(OCC)(=O)C.C(=O)([O-])O.[Na+], predict the reaction product. The product is: [N:13]1([CH2:12]/[CH:11]=[CH:10]/[C:7]2[CH:8]=[CH:9][C:4]([NH2:1])=[CH:5][CH:6]=2)[CH2:18][CH2:17][O:16][CH2:15][CH2:14]1. (2) Given the reactants C(=O)(O)[O-].[Na+].Cl.[NH2:7][OH:8].[CH2:9]([C:12]1[CH:19]=[CH:18][CH:17]=[C:16]([Cl:20])[C:13]=1[CH:14]=O)[CH:10]=[CH2:11], predict the reaction product. The product is: [CH2:9]([C:12]1[CH:19]=[CH:18][CH:17]=[C:16]([Cl:20])[C:13]=1[CH:14]=[N:7][OH:8])[CH:10]=[CH2:11]. (3) Given the reactants [F:1][C:2]1[CH:7]=[CH:6][C:5]([N:8]2[C:12]3([CH2:17][CH2:16][NH:15][CH2:14][CH2:13]3)[C:11](=[O:18])[N:10]([CH2:19][C:20]3[CH:21]=[C:22]([CH:30]=[CH:31][CH:32]=3)[C:23]([O:25][C:26]([CH3:29])([CH3:28])[CH3:27])=[O:24])[CH2:9]2)=[CH:4][CH:3]=1.Cl[CH2:34][CH2:35][CH2:36][N:37]1[C:41]2[CH:42]=[CH:43][CH:44]=[CH:45][C:40]=2[N:39]([CH:46]2[CH2:48][CH2:47]2)[C:38]1=[O:49].[I-].[Na+].C(=O)([O-])[O-].[K+].[K+], predict the reaction product. The product is: [CH:46]1([N:39]2[C:40]3[CH:45]=[CH:44][CH:43]=[CH:42][C:41]=3[N:37]([CH2:36][CH2:35][CH2:34][N:15]3[CH2:14][CH2:13][C:12]4([N:8]([C:5]5[CH:4]=[CH:3][C:2]([F:1])=[CH:7][CH:6]=5)[CH2:9][N:10]([CH2:19][C:20]5[CH:21]=[C:22]([CH:30]=[CH:31][CH:32]=5)[C:23]([O:25][C:26]([CH3:27])([CH3:28])[CH3:29])=[O:24])[C:11]4=[O:18])[CH2:17][CH2:16]3)[C:38]2=[O:49])[CH2:48][CH2:47]1. (4) Given the reactants [Cl:1][C:2]1[CH:3]=[C:4]([CH2:9][OH:10])[CH:5]=[N:6][C:7]=1[I:8], predict the reaction product. The product is: [Cl:1][C:2]1[CH:3]=[C:4]([CH:9]=[O:10])[CH:5]=[N:6][C:7]=1[I:8]. (5) Given the reactants Cl[C:2]1[C:7]([O:8][CH3:9])=[CH:6][C:5]([N+:10]([O-:12])=[O:11])=[C:4]([O:13][CH3:14])[CH:3]=1.C([O-])([O-])=O.[K+].[K+].[F:21][CH2:22][CH2:23][N:24]1[CH2:29][CH2:28][N:27]([CH:30]2[CH2:35][CH2:34][NH:33][CH2:32][CH2:31]2)[CH2:26][CH2:25]1.O, predict the reaction product. The product is: [CH3:9][O:8][C:7]1[CH:6]=[C:5]([N+:10]([O-:12])=[O:11])[C:4]([O:13][CH3:14])=[CH:3][C:2]=1[N:33]1[CH2:32][CH2:31][CH:30]([N:27]2[CH2:26][CH2:25][N:24]([CH2:23][CH2:22][F:21])[CH2:29][CH2:28]2)[CH2:35][CH2:34]1. (6) Given the reactants C[Si]([N-][Si](C)(C)C)(C)C.[Li+].[Cl:11][C:12]1[CH:13]=[C:14]([CH:34]=[CH:35][CH:36]=1)[CH2:15][CH:16]1[CH2:20][CH2:19][CH2:18][N:17]1[C:21]([C:23]1[C:32](Cl)=[N:31][C:30]2[C:25](=[CH:26][CH:27]=[CH:28][CH:29]=2)[N:24]=1)=[O:22].C1(P(C2CCCCC2)C2C=CC=CC=2C2C=CC=CC=2[N:56](C)C)CCCCC1.Cl.[OH-].[Na+], predict the reaction product. The product is: [NH2:56][C:32]1[C:23]([C:21]([N:17]2[CH2:18][CH2:19][CH2:20][CH:16]2[CH2:15][C:14]2[CH:34]=[CH:35][CH:36]=[C:12]([Cl:11])[CH:13]=2)=[O:22])=[N:24][C:25]2[C:30]([N:31]=1)=[CH:29][CH:28]=[CH:27][CH:26]=2. (7) Given the reactants [C:1]1([NH:7][C:8](=[O:14])/[CH:9]=[CH:10]\[C:11]([OH:13])=[O:12])[CH:6]=[CH:5][CH:4]=[CH:3][CH:2]=1.[OH-].[Na+:16], predict the reaction product. The product is: [Na+:16].[C:1]1([NH:7][C:8](=[O:14])/[CH:9]=[CH:10]\[C:11]([O-:13])=[O:12])[CH:2]=[CH:3][CH:4]=[CH:5][CH:6]=1. (8) Given the reactants Cl.C(N=C=NCCCN(C)C)C.[O:13]=[C:14]1[N:19]([C:20]2[CH:25]=[CH:24][C:23]([O:26][CH2:27][C:28]([F:31])([F:30])[F:29])=[CH:22][CH:21]=2)[C:18]([S:32][CH2:33][CH2:34][CH2:35][C:36](O)=[O:37])=[N:17][C:16]2[CH:39]=[CH:40][NH:41][C:15]1=2.[NH2:42][C:43]([CH3:47])([CH3:46])[CH2:44][OH:45].ON1C2C=CC=CC=2N=N1, predict the reaction product. The product is: [OH:45][CH2:44][C:43]([NH:42][C:36](=[O:37])[CH2:35][CH2:34][CH2:33][S:32][C:18]1[N:19]([C:20]2[CH:25]=[CH:24][C:23]([O:26][CH2:27][C:28]([F:31])([F:30])[F:29])=[CH:22][CH:21]=2)[C:14](=[O:13])[C:15]2[NH:41][CH:40]=[CH:39][C:16]=2[N:17]=1)([CH3:47])[CH3:46]. (9) Given the reactants [NH2:1][C@@H:2]1[C:11]2[C:6](=[CH:7][CH:8]=[CH:9][CH:10]=2)[C@H:5]([OH:12])[CH2:4][CH2:3]1.[H-].[Na+].F[C:16]1[CH:17]=[CH:18][C:19]2[N:20]([C:22]([N:25]3[CH2:30][CH2:29][C:28]([CH3:42])([O:31][Si:32]([CH:39]([CH3:41])[CH3:40])([CH:36]([CH3:38])[CH3:37])[CH:33]([CH3:35])[CH3:34])[CH2:27][CH2:26]3)=[N:23][N:24]=2)[CH:21]=1, predict the reaction product. The product is: [CH3:42][C:28]1([O:31][Si:32]([CH:33]([CH3:35])[CH3:34])([CH:39]([CH3:41])[CH3:40])[CH:36]([CH3:38])[CH3:37])[CH2:29][CH2:30][N:25]([C:22]2[N:20]3[CH:21]=[C:16]([O:12][C@H:5]4[C:6]5[C:11](=[CH:10][CH:9]=[CH:8][CH:7]=5)[C@@H:2]([NH2:1])[CH2:3][CH2:4]4)[CH:17]=[CH:18][C:19]3=[N:24][N:23]=2)[CH2:26][CH2:27]1. (10) Given the reactants C[O:2][CH2:3][C@H:4]([CH3:34])[O:5][C:6]1[CH:7]=[C:8]([C:23]2[NH:27][C:26]([C:28]3[O:29][C@@H:30]([CH3:33])[CH2:31][N:32]=3)=[CH:25][CH:24]=2)[CH:9]=[C:10]([O:12][C:13]2[CH:18]=[CH:17][C:16]([S:19]([CH3:22])(=[O:21])=[O:20])=[CH:15][CH:14]=2)[CH:11]=1.ClCCl.B(Br)(Br)Br.C(=O)([O-])O.[Na+], predict the reaction product. The product is: [CH3:33][C@@H:30]1[O:29][C:28]([C:26]2[NH:27][C:23]([C:8]3[CH:7]=[C:6]([CH:11]=[C:10]([O:12][C:13]4[CH:14]=[CH:15][C:16]([S:19]([CH3:22])(=[O:21])=[O:20])=[CH:17][CH:18]=4)[CH:9]=3)[O:5][C@@H:4]([CH3:34])[CH2:3][OH:2])=[CH:24][CH:25]=2)=[N:32][CH2:31]1.